Predict the reaction yield, written as a fraction of the theoretical maximum amount of product (1.0 means a 100% yield; for example, 0.34 means a 34% yield). From a dataset of Reaction yield outcomes from USPTO patents with 853,638 reactions. (1) The catalyst is C(O)C.[Ni]. The reactants are [C:1]([C:5]1[C:13]2[C:8](=[CH:9][C:10]([N+:14]([O-])=O)=[CH:11][CH:12]=2)[NH:7][CH:6]=1)([CH3:4])([CH3:3])[CH3:2]. The product is [C:1]([C:5]1[C:13]2[C:8](=[CH:9][C:10]([NH2:14])=[CH:11][CH:12]=2)[NH:7][CH:6]=1)([CH3:4])([CH3:2])[CH3:3]. The yield is 0.773. (2) The product is [F:1][C:2]1[CH:3]=[C:4]([C:8]2[S:9][C:10]([NH:13][C:14](=[O:20])[O:15][C:16]([CH3:17])([CH3:19])[CH3:18])=[C:11]([I:21])[N:12]=2)[CH:5]=[N:6][CH:7]=1. The yield is 0.840. The reactants are [F:1][C:2]1[CH:3]=[C:4]([C:8]2[S:9][C:10]([NH:13][C:14](=[O:20])[O:15][C:16]([CH3:19])([CH3:18])[CH3:17])=[CH:11][N:12]=2)[CH:5]=[N:6][CH:7]=1.[I:21]N1C(=O)CCC1=O. The catalyst is C(#N)C.C(OCC)(=O)C.O. (3) The reactants are [C:1]([C:3]1[CH:4]=[CH:5][C:6]([N:10]2[C@@H:14]([CH:15]3[CH2:19][CH2:18][CH2:17][CH2:16]3)[CH2:13][C:12]([C:20]3[CH:28]=[CH:27][C:23]([C:24](O)=[O:25])=[C:22]([O:29][CH2:30][CH3:31])[CH:21]=3)=[N:11]2)=[N:7][C:8]=1[CH3:9])#[N:2].C(N1C=CN=C1)([N:34]1C=CN=C1)=O.[OH-].[NH4+].O. The catalyst is CN(C)C=O. The product is [C:1]([C:3]1[CH:4]=[CH:5][C:6]([N:10]2[C@@H:14]([CH:15]3[CH2:16][CH2:17][CH2:18][CH2:19]3)[CH2:13][C:12]([C:20]3[CH:28]=[CH:27][C:23]([C:24]([NH2:34])=[O:25])=[C:22]([O:29][CH2:30][CH3:31])[CH:21]=3)=[N:11]2)=[N:7][C:8]=1[CH3:9])#[N:2]. The yield is 0.250. (4) The reactants are Cl.[CH2:2]([O:9][C:10]1[CH:16]=[CH:15][C:13]([NH2:14])=[CH:12][CH:11]=1)[C:3]1[CH:8]=[CH:7][CH:6]=[CH:5][CH:4]=1.[F:17][C:18]1[CH:23]=[CH:22][C:21]([NH:24][C:25]([C:27]2([C:30](O)=[O:31])[CH2:29][CH2:28]2)=[O:26])=[CH:20][CH:19]=1.CCN=C=NCCCN(C)C. The catalyst is C(Cl)Cl. The product is [F:17][C:18]1[CH:19]=[CH:20][C:21]([NH:24][C:25]([C:27]2([C:30]([NH:14][C:13]3[CH:12]=[CH:11][C:10]([O:9][CH2:2][C:3]4[CH:4]=[CH:5][CH:6]=[CH:7][CH:8]=4)=[CH:16][CH:15]=3)=[O:31])[CH2:29][CH2:28]2)=[O:26])=[CH:22][CH:23]=1. The yield is 0.950. (5) The reactants are [CH2:1]([C:3]1[C:8]([CH2:9][S:10][C:11]2[N:16]=[C:15]([OH:17])[CH:14]=[C:13]([C:18]([F:21])([F:20])[F:19])[N:12]=2)=[CH:7][CH:6]=[CH:5][N:4]=1)[CH3:2].[ClH:22].O1CCOCC1. The catalyst is CO. The product is [ClH:22].[CH2:1]([C:3]1[C:8]([CH2:9][S:10][C:11]2[N:16]=[C:15]([OH:17])[CH:14]=[C:13]([C:18]([F:21])([F:20])[F:19])[N:12]=2)=[CH:7][CH:6]=[CH:5][N:4]=1)[CH3:2]. The yield is 0.920. (6) The reactants are [C:1](=[O:12])(OC(Cl)(Cl)Cl)OC(Cl)(Cl)Cl.[NH2:13][C:14]([CH3:27])([CH3:26])[C:15]([NH:17][C:18]1[CH:23]=[CH:22][C:21]([Br:24])=[C:20]([CH3:25])[CH:19]=1)=[O:16].C(N(CC)CC)C.[Cl-].[NH4+]. The catalyst is ClCCl. The product is [Br:24][C:21]1[CH:22]=[CH:23][C:18]([N:17]2[C:15](=[O:16])[C:14]([CH3:26])([CH3:27])[NH:13][C:1]2=[O:12])=[CH:19][C:20]=1[CH3:25]. The yield is 0.880. (7) The reactants are [S:1]1[CH:5]=[CH:4][C:3]([CH:6]=[CH:7][C:8]([O:10][CH2:11][CH3:12])=[O:9])=[CH:2]1.[CH3:13][N+:14]([O-:16])=[O:15]. No catalyst specified. The product is [N+:14]([CH2:13][CH:6]([C:3]1[CH:4]=[CH:5][S:1][CH:2]=1)[CH2:7][C:8]([O:10][CH2:11][CH3:12])=[O:9])([O-:16])=[O:15]. The yield is 0.650. (8) The reactants are [P:1]([O:13][CH2:14][C:15]([N:17]([CH2:22][C:23]1[CH:24]=[N:25][C:26]([C:29]2[S:37][C:36]3[C:31](=[N:32][CH:33]=[CH:34][C:35]=3[O:38][C:39]3[CH:44]=[CH:43][C:42]([NH:45][C:46]([NH:48][CH:49]4[CH2:51][CH2:50]4)=[O:47])=[CH:41][C:40]=3[F:52])[CH:30]=2)=[CH:27][CH:28]=1)[CH2:18][CH2:19][O:20][CH3:21])=[O:16])([O:8]C(C)(C)C)([O:3]C(C)(C)C)=[O:2].Cl.O1CCOCC1. The catalyst is C(Cl)Cl. The product is [P:1]([OH:8])([OH:3])([O:13][CH2:14][C:15]([N:17]([CH2:22][C:23]1[CH:24]=[N:25][C:26]([C:29]2[S:37][C:36]3[C:31](=[N:32][CH:33]=[CH:34][C:35]=3[O:38][C:39]3[CH:44]=[CH:43][C:42]([NH:45][C:46]([NH:48][CH:49]4[CH2:51][CH2:50]4)=[O:47])=[CH:41][C:40]=3[F:52])[CH:30]=2)=[CH:27][CH:28]=1)[CH2:18][CH2:19][O:20][CH3:21])=[O:16])=[O:2]. The yield is 0.600. (9) The reactants are Br[C:2]1[C:11]2[C:6](=[CH:7][CH:8]=[CH:9][CH:10]=2)[CH:5]=[C:4]([S:12]([C:15]2[CH:20]=[CH:19][C:18]([F:21])=[CH:17][CH:16]=2)(=[O:14])=[O:13])[N:3]=1.BrC1C2C(=CC=CC=2)C=C(S(C2C=CC(F)=CC=2)=O)N=1.[S:42]1[CH:46]=[CH:45][N:44]=[C:43]1[NH2:47].NC1C=C(C)N(C(OC(C)(C)C)=O)N=1. No catalyst specified. The product is [F:21][C:18]1[CH:19]=[CH:20][C:15]([S:12]([C:4]2[N:3]=[C:2]([NH:47][C:43]3[S:42][CH:46]=[CH:45][N:44]=3)[C:11]3[C:6]([CH:5]=2)=[CH:7][CH:8]=[CH:9][CH:10]=3)(=[O:14])=[O:13])=[CH:16][CH:17]=1. The yield is 0.230.